From a dataset of Full USPTO retrosynthesis dataset with 1.9M reactions from patents (1976-2016). Predict the reactants needed to synthesize the given product. (1) Given the product [Cl:1][C:2]1[CH:7]=[C:6]([NH:13][C:14]2[CH:23]=[CH:22][CH:21]=[C:20]([O:24][CH3:25])[C:15]=2[C:16]([NH:18][CH3:19])=[O:17])[C:5]([C:9]([F:12])([F:11])[F:10])=[CH:4][N:3]=1, predict the reactants needed to synthesize it. The reactants are: [Cl:1][C:2]1[CH:7]=[C:6](I)[C:5]([C:9]([F:12])([F:11])[F:10])=[CH:4][N:3]=1.[NH2:13][C:14]1[CH:23]=[CH:22][CH:21]=[C:20]([O:24][CH3:25])[C:15]=1[C:16]([NH:18][CH3:19])=[O:17].CC1(C)C2C=CC=C(P(C3C=CC=CC=3)C3C=CC=CC=3)C=2OC2C1=CC=CC=2P(C1C=CC=CC=1)C1C=CC=CC=1.C(=O)([O-])[O-].[Cs+].[Cs+]. (2) Given the product [NH2:1][C:2]1[C:3]([C:9]([NH2:11])=[O:10])=[N:4][C:5]([C:22]2[CH:23]=[CH:24][C:19]([F:18])=[CH:20][CH:21]=2)=[CH:6][CH:7]=1, predict the reactants needed to synthesize it. The reactants are: [NH2:1][C:2]1[C:3]([C:9]([NH2:11])=[O:10])=[N:4][C:5](Cl)=[CH:6][CH:7]=1.C(=O)([O-])[O-].[K+].[K+].[F:18][C:19]1[CH:24]=[CH:23][C:22](B(O)O)=[CH:21][CH:20]=1. (3) Given the product [C:33]([OH:40])(=[O:39])/[CH:34]=[CH:35]/[C:36]([OH:38])=[O:37].[CH3:3][CH:2]([N:4]([CH2:17][C:18]1[CH:23]=[C:22]([F:24])[CH:21]=[CH:20][C:19]=1[C:25]([F:28])([F:26])[F:27])[C@H:5]1[CH2:9][CH2:8][NH:7][CH2:6]1)[CH3:1], predict the reactants needed to synthesize it. The reactants are: [CH3:1][CH:2]([N:4]([CH2:17][C:18]1[CH:23]=[C:22]([F:24])[CH:21]=[CH:20][C:19]=1[C:25]([F:28])([F:27])[F:26])[C@H:5]1[CH2:9][CH2:8][N:7](C(OC(C)(C)C)=O)[CH2:6]1)[CH3:3].ClCCl.O.[C:33]([OH:40])(=[O:39])/[CH:34]=[CH:35]/[C:36]([OH:38])=[O:37]. (4) Given the product [F:13][C:14]1[CH:19]=[CH:18][C:17]([C:20]2[CH:21]=[CH:22][C:23]([CH2:26][C:27]3[C:28](=[O:53])[N:29]([C@H:40]4[CH2:45][CH2:44][C@H:43]([O:46][CH:47]([CH3:52])[C:48]([OH:51])([CH3:49])[CH3:50])[CH2:42][CH2:41]4)[C:30]4[N:31]([N:36]=[C:37]([CH3:39])[N:38]=4)[C:32]=3[CH2:33][CH2:34][CH3:35])=[CH:24][CH:25]=2)=[C:16]([C:54]2[NH:3][C:4](=[O:7])[O:5][N:55]=2)[CH:15]=1, predict the reactants needed to synthesize it. The reactants are: [Cl-].O[NH3+:3].[C:4](=[O:7])([O-])[OH:5].[Na+].CS(C)=O.[F:13][C:14]1[CH:15]=[C:16]([C:54]#[N:55])[C:17]([C:20]2[CH:25]=[CH:24][C:23]([CH2:26][C:27]3[C:28](=[O:53])[N:29]([C@H:40]4[CH2:45][CH2:44][C@H:43]([O:46][CH:47]([CH3:52])[C:48]([OH:51])([CH3:50])[CH3:49])[CH2:42][CH2:41]4)[C:30]4[N:31]([N:36]=[C:37]([CH3:39])[N:38]=4)[C:32]=3[CH2:33][CH2:34][CH3:35])=[CH:22][CH:21]=2)=[CH:18][CH:19]=1.